From a dataset of Full USPTO retrosynthesis dataset with 1.9M reactions from patents (1976-2016). Predict the reactants needed to synthesize the given product. (1) Given the product [NH:1]1[CH:5]=[C:4]([C:6]2[CH:24]=[CH:23][CH:22]=[CH:21][C:7]=2[O:8][CH2:9][C:10]2[CH:20]=[CH:19][C:13]([C:14]([O-:16])=[O:15])=[CH:12][CH:11]=2)[N:3]=[CH:2]1.[Li+:26], predict the reactants needed to synthesize it. The reactants are: [NH:1]1[CH:5]=[C:4]([C:6]2[CH:24]=[CH:23][CH:22]=[CH:21][C:7]=2[O:8][CH2:9][C:10]2[CH:20]=[CH:19][C:13]([C:14]([O:16]CC)=[O:15])=[CH:12][CH:11]=2)[N:3]=[CH:2]1.O[Li:26].O. (2) Given the product [C:36]([OH:43])(=[O:42])/[CH:37]=[CH:38]/[C:39]([OH:41])=[O:40].[Cl:27][C:22]1[CH:21]=[C:20]([N:17]([CH2:18][CH3:19])[C:16](=[O:28])[CH2:15][CH2:14][CH:11]2[CH2:10][CH2:9][NH:8][CH2:13][CH2:12]2)[CH:25]=[CH:24][C:23]=1[Cl:26], predict the reactants needed to synthesize it. The reactants are: C(OC([N:8]1[CH2:13][CH2:12][CH:11]([CH2:14][CH2:15][C:16](=[O:28])[N:17]([C:20]2[CH:25]=[CH:24][C:23]([Cl:26])=[C:22]([Cl:27])[CH:21]=2)[CH2:18][CH3:19])[CH2:10][CH2:9]1)=O)(C)(C)C.C1(C)C=CC=CC=1.[C:36]([OH:43])(=[O:42])/[CH:37]=[CH:38]/[C:39]([OH:41])=[O:40]. (3) The reactants are: Cl[CH2:2][CH2:3][O:4][C:5](=[O:12])[NH:6][C:7]([CH3:11])([C:9]#[CH:10])[CH3:8].[H-].[Na+]. Given the product [CH3:8][C:7]([N:6]1[CH2:2][CH2:3][O:4][C:5]1=[O:12])([C:9]#[CH:10])[CH3:11], predict the reactants needed to synthesize it. (4) Given the product [Br:1][C:2]1[CH:7]=[CH:6][C:5]([N:8]2[CH2:9][CH2:10][N:11]([CH3:16])[CH2:12][CH2:13]2)=[C:4]([O:14][CH3:15])[CH:3]=1, predict the reactants needed to synthesize it. The reactants are: [Br:1][C:2]1[CH:7]=[CH:6][C:5]([N:8]2[CH2:13][CH2:12][NH:11][CH2:10][CH2:9]2)=[C:4]([O:14][CH3:15])[CH:3]=1.[C:16](O)(=O)C.C=O.C([BH3-])#N.[Na+]. (5) Given the product [Br:1][C:2]1[C:10]2[CH2:9][CH2:8][CH:7]([OH:11])[C:6]=2[CH:5]=[N:4][CH:3]=1, predict the reactants needed to synthesize it. The reactants are: [Br:1][C:2]1[C:10]2[CH2:9][CH2:8][C:7](=[O:11])[C:6]=2[CH:5]=[N:4][CH:3]=1.[BH4-].[Na+]. (6) Given the product [CH2:1]([N:3]1[CH:7]=[C:6]([C:8]2[CH:13]=[CH:12][N:11]=[C:10]3[NH:14][CH:15]=[CH:16][C:9]=23)[C:5]([C:17]2[CH:22]=[CH:21][C:20]([NH2:23])=[CH:19][CH:18]=2)=[N:4]1)[CH3:2], predict the reactants needed to synthesize it. The reactants are: [CH2:1]([N:3]1[CH:7]=[C:6]([C:8]2[CH:13]=[CH:12][N:11]=[C:10]3[NH:14][CH:15]=[CH:16][C:9]=23)[C:5]([C:17]2[CH:22]=[CH:21][C:20]([N+:23]([O-])=O)=[CH:19][CH:18]=2)=[N:4]1)[CH3:2]. (7) Given the product [CH3:21][C:20]1[C:8]2[CH2:7][C:3]3([CH2:4][CH2:5][CH2:6][NH:1][CH2:2]3)[C:12]3[CH:13]=[CH:14][CH:15]=[CH:16][C:11]=3[CH2:10][C:9]=2[CH:17]=[CH:18][CH:19]=1, predict the reactants needed to synthesize it. The reactants are: [NH:1]1[CH2:6][CH2:5][CH2:4][C:3]2([C:12]3[CH:13]=[CH:14][CH:15]=[CH:16][C:11]=3[CH2:10][C:9]3[CH:17]=[CH:18][CH:19]=[CH:20][C:8]=3[CH2:7]2)[CH2:2]1.[CH2:21]=O. (8) Given the product [N:7]1[CH:8]=[CH:9][N:10]2[CH:15]=[CH:14][C:13]([CH2:16][NH:17][C:18]([C:20]3[CH:28]=[CH:27][C:23]([C:24]([NH:5][CH2:4][C@@H:3]4[CH2:2][CH2:6][O:37][CH2:36]4)=[O:26])=[CH:22][CH:21]=3)=[O:19])=[CH:12][C:11]=12, predict the reactants needed to synthesize it. The reactants are: C[CH:2]([CH3:6])[CH2:3][CH2:4][NH2:5].[N:7]1[CH:8]=[CH:9][N:10]2[CH:15]=[CH:14][C:13]([CH2:16][NH:17][C:18]([C:20]3[CH:28]=[CH:27][C:23]([C:24]([OH:26])=O)=[CH:22][CH:21]=3)=[O:19])=[CH:12][C:11]=12.[N+](C1C=CC([C:36](O)=[O:37])=CC=1)([O-])=O. (9) Given the product [Cl:1][C:2]1[C:6]([CH2:7][O:8][C:9]2[C:14]([F:15])=[CH:13][C:12]([CH2:16][CH2:17][CH2:18][OH:19])=[CH:11][C:10]=2[F:23])=[C:5]([C:24]2[CH:25]=[CH:26][C:27]([Cl:30])=[CH:28][CH:29]=2)[S:4][N:3]=1, predict the reactants needed to synthesize it. The reactants are: [Cl:1][C:2]1[C:6]([CH2:7][O:8][C:9]2[C:14]([F:15])=[CH:13][C:12]([CH2:16][CH2:17][C:18](OCC)=[O:19])=[CH:11][C:10]=2[F:23])=[C:5]([C:24]2[CH:29]=[CH:28][C:27]([Cl:30])=[CH:26][CH:25]=2)[S:4][N:3]=1.[H-].[H-].[H-].[H-].[Li+].[Al+3]. (10) The reactants are: [Cl:1][C:2]1[N:7]=[C:6]([C:8]2[CH:13]=[CH:12][CH:11]=[CH:10][CH:9]=2)[N:5]=[C:4]([NH:14][C:15]2[CH:20]=[CH:19][C:18](SC)=[CH:17][CH:16]=2)[CH:3]=1.O[O:24][S:25]([O-:27])=O.[K+].[CH3:29]C(C)=O.O. Given the product [Cl:1][C:2]1[N:7]=[C:6]([C:8]2[CH:9]=[CH:10][CH:11]=[CH:12][CH:13]=2)[N:5]=[C:4]([NH:14][C:15]2[CH:20]=[CH:19][C:18]([S:25]([CH3:29])(=[O:27])=[O:24])=[CH:17][CH:16]=2)[CH:3]=1, predict the reactants needed to synthesize it.